This data is from Forward reaction prediction with 1.9M reactions from USPTO patents (1976-2016). The task is: Predict the product of the given reaction. Given the reactants [CH3:1][O:2][C:3]1[CH:4]=[C:5]([CH:10]=[CH:11][C:12](Cl)=[O:13])[CH:6]=[CH:7][C:8]=1[CH3:9].[N-:15]=[N+:16]=[N-:17].[Na+], predict the reaction product. The product is: [CH3:1][O:2][C:3]1[CH:4]=[C:5]([CH:10]=[CH:11][C:12]([N:15]=[N+:16]=[N-:17])=[O:13])[CH:6]=[CH:7][C:8]=1[CH3:9].